Dataset: Catalyst prediction with 721,799 reactions and 888 catalyst types from USPTO. Task: Predict which catalyst facilitates the given reaction. (1) Reactant: [F:1][C:2]1[CH:7]=[CH:6][C:5]([CH:8]=[CH:9][C:10]([OH:12])=[O:11])=[CH:4][C:3]=1[O:13][CH3:14].[H][H]. Product: [F:1][C:2]1[CH:7]=[CH:6][C:5]([CH2:8][CH2:9][C:10]([OH:12])=[O:11])=[CH:4][C:3]=1[O:13][CH3:14]. The catalyst class is: 407. (2) Reactant: Br[C:2]1[CH:3]=[C:4]2[C:9](=[CH:10][CH:11]=1)[N:8]([C:12]1[C:16]3[CH2:17][N:18]([C:21](=[O:23])[CH3:22])[CH2:19][CH2:20][C:15]=3[N:14]([C@H:24]3[CH2:28][CH2:27][O:26][CH2:25]3)[N:13]=1)[CH2:7][CH2:6][CH2:5]2.[CH3:29][C:30]1([CH3:46])[C:34]([CH3:36])([CH3:35])[O:33][B:32]([B:32]2[O:33][C:34]([CH3:36])([CH3:35])[C:30]([CH3:46])([CH3:29])[O:31]2)[O:31]1.C(O[K])(C)=O.ClCCl. Product: [O:26]1[CH2:27][CH2:28][C@H:24]([N:14]2[C:15]3[CH2:20][CH2:19][N:18]([C:21](=[O:23])[CH3:22])[CH2:17][C:16]=3[C:12]([N:8]3[C:9]4[C:4](=[CH:3][C:2]([B:32]5[O:33][C:34]([CH3:36])([CH3:35])[C:30]([CH3:46])([CH3:29])[O:31]5)=[CH:11][CH:10]=4)[CH2:5][CH2:6][CH2:7]3)=[N:13]2)[CH2:25]1. The catalyst class is: 151. (3) The catalyst class is: 8. Product: [C:3]([O:7][C@@H:8]([C:15]1[C:16]([CH3:52])=[N:17][C:18]([CH3:51])=[C:19]([C:35]2[CH:36]=[CH:37][C:38]([O:41][CH2:42][CH2:43][C:44]3[CH:45]=[CH:46][C:47]([F:50])=[CH:48][CH:49]=3)=[CH:39][CH:40]=2)[C:20]=1[N:21]1[CH2:26][CH2:25][CH:24]([C:27]2[O:31][N:30]=[C:29]([CH:32]([CH3:33])[CH3:34])[N:28]=2)[CH2:23][CH2:22]1)[C:9]([OH:11])=[O:10])([CH3:6])([CH3:4])[CH3:5]. Reactant: [OH-].[K+].[C:3]([O:7][C@@H:8]([C:15]1[C:16]([CH3:52])=[N:17][C:18]([CH3:51])=[C:19]([C:35]2[CH:40]=[CH:39][C:38]([O:41][CH2:42][CH2:43][C:44]3[CH:49]=[CH:48][C:47]([F:50])=[CH:46][CH:45]=3)=[CH:37][CH:36]=2)[C:20]=1[N:21]1[CH2:26][CH2:25][CH:24]([C:27]2[O:31][N:30]=[C:29]([CH:32]([CH3:34])[CH3:33])[N:28]=2)[CH2:23][CH2:22]1)[C:9]([O:11]C(C)C)=[O:10])([CH3:6])([CH3:5])[CH3:4].Cl. (4) Reactant: [F:1][C:2]1[CH:7]=[CH:6][C:5]([S:8]([NH:11][C:12]2[CH:17]=[CH:16][C:15]([CH:18]([CH3:20])[CH3:19])=[CH:14][N:13]=2)(=[O:10])=[O:9])=[CH:4][CH:3]=1.[O:21]1[CH2:24][CH:23]([CH2:25]O)[CH2:22]1.C(P(CCCC)(CCCC)=CC#N)CCC. The catalyst class is: 11. Product: [F:1][C:2]1[CH:3]=[CH:4][C:5]([S:8]([N:11]([C:12]2[CH:17]=[CH:16][C:15]([CH:18]([CH3:20])[CH3:19])=[CH:14][N:13]=2)[CH2:25][CH:23]2[CH2:24][O:21][CH2:22]2)(=[O:10])=[O:9])=[CH:6][CH:7]=1. (5) Reactant: [NH2:1][C:2]1[C:13]([Br:14])=[CH:12][CH:11]=[CH:10][C:3]=1[C:4]([NH:6][CH2:7][CH2:8][OH:9])=[O:5].[CH:15](OC)(OC)OC.Cl.O1CCOCC1.C(=O)(O)[O-].[Na+]. Product: [Br:14][C:13]1[CH:12]=[CH:11][CH:10]=[C:3]2[C:2]=1[N:1]=[CH:15][N:6]([CH2:7][CH2:8][OH:9])[C:4]2=[O:5]. The catalyst class is: 37.